The task is: Predict the reactants needed to synthesize the given product.. This data is from Full USPTO retrosynthesis dataset with 1.9M reactions from patents (1976-2016). (1) Given the product [N:36]([CH2:34][CH2:33][O:32][CH2:31][CH2:30][O:29][CH2:28][CH2:27][O:26][CH2:25][CH2:24][O:23][CH2:22][CH2:21][O:20][CH2:19][CH2:18][O:17][CH2:16][CH2:15][O:14][CH2:13][CH2:12][OH:11])=[N+:37]=[N-:38], predict the reactants needed to synthesize it. The reactants are: CC1C=CC(S([O:11][CH2:12][CH2:13][O:14][CH2:15][CH2:16][O:17][CH2:18][CH2:19][O:20][CH2:21][CH2:22][O:23][CH2:24][CH2:25][O:26][CH2:27][CH2:28][O:29][CH2:30][CH2:31][O:32][CH2:33][CH2:34]O)(=O)=O)=CC=1.[N-:36]=[N+:37]=[N-:38].[Na+].O. (2) Given the product [C:19]([NH:27][C:28]1[CH:40]=[C:39]([C:2]2[CH:3]=[CH:4][C:5]3[S:9][CH:8]=[CH:7][C:6]=3[CH:10]=2)[CH:38]=[CH:37][C:29]=1[C:30]([O:32][C:33]([CH3:35])([CH3:36])[CH3:34])=[O:31])(=[O:26])[C:20]1[CH:21]=[CH:22][CH:23]=[CH:24][CH:25]=1, predict the reactants needed to synthesize it. The reactants are: Br[C:2]1[CH:3]=[CH:4][C:5]2[S:9][CH:8]=[CH:7][C:6]=2[CH:10]=1.C(=O)([O-])O.[Na+].C(O)C.[C:19]([NH:27][C:28]1[CH:40]=[C:39](B2OC(C)(C)C(C)(C)O2)[CH:38]=[CH:37][C:29]=1[C:30]([O:32][C:33]([CH3:36])([CH3:35])[CH3:34])=[O:31])(=[O:26])[C:20]1[CH:25]=[CH:24][CH:23]=[CH:22][CH:21]=1. (3) Given the product [O:1]=[C:2]([C:13]1[O:14][C:15]([C:18]2[CH:23]=[CH:22][CH:21]=[CH:20][N:19]=2)=[CH:16][N:17]=1)[CH2:3][CH2:4][CH2:5][CH2:6][C:7]#[C:8][C:25]1[CH:30]=[CH:29][CH:28]=[C:27]([C:31]([F:34])([F:33])[F:32])[CH:26]=1, predict the reactants needed to synthesize it. The reactants are: [O:1]=[C:2]([C:13]1[O:14][C:15]([C:18]2[CH:23]=[CH:22][CH:21]=[CH:20][N:19]=2)=[CH:16][N:17]=1)[CH2:3][CH2:4][CH2:5][CH2:6][C:7]#[C:8][Si](C)(C)C.I[C:25]1[CH:26]=[C:27]([C:31]([F:34])([F:33])[F:32])[CH:28]=[CH:29][CH:30]=1. (4) Given the product [CH2:1]([O:8][C:9]1[CH:10]=[C:11]2[C:16](=[CH:17][CH:18]=1)[CH:15]([C:19]([N:31]([CH2:30][C:27]1[CH:26]=[CH:25][C:24]([N:23]([CH3:41])[CH3:22])=[CH:29][CH:28]=1)[C:32]1[CH:37]=[CH:36][C:35]([CH:38]([CH3:39])[CH3:40])=[CH:34][CH:33]=1)=[O:20])[CH2:14][CH2:13][CH2:12]2)[C:2]1[CH:3]=[CH:4][CH:5]=[CH:6][CH:7]=1, predict the reactants needed to synthesize it. The reactants are: [CH2:1]([O:8][C:9]1[CH:10]=[C:11]2[C:16](=[CH:17][CH:18]=1)[CH:15]([C:19](O)=[O:20])[CH2:14][CH2:13][CH2:12]2)[C:2]1[CH:7]=[CH:6][CH:5]=[CH:4][CH:3]=1.[CH3:22][N:23]([CH3:41])[C:24]1[CH:29]=[CH:28][C:27]([CH2:30][NH:31][C:32]2[CH:37]=[CH:36][C:35]([CH:38]([CH3:40])[CH3:39])=[CH:34][CH:33]=2)=[CH:26][CH:25]=1. (5) Given the product [F:1][C:2]1[CH:7]=[CH:6][C:5]([CH:8]([CH3:10])[CH3:9])=[CH:4][N:3]=1, predict the reactants needed to synthesize it. The reactants are: [F:1][C:2]1[CH:7]=[CH:6][C:5]([C:8]([CH3:10])=[CH2:9])=[CH:4][N:3]=1.C(C1C=CN=CC=1)(C)C. (6) Given the product [CH3:33][N:21]([CH3:20])[CH:22]([C:24]1[CH:29]=[CH:28][C:27]([C:2]2[C:3]3[C:4]4[CH:19]=[CH:18][S:17][C:5]=4[C:6](=[O:16])[NH:7][C:8]=3[C:9]([F:15])=[C:10]([F:14])[C:11]=2[O:12][CH3:13])=[CH:26][CH:25]=1)[CH3:23], predict the reactants needed to synthesize it. The reactants are: Br[C:2]1[C:3]2[C:4]3[CH:19]=[CH:18][S:17][C:5]=3[C:6](=[O:16])[NH:7][C:8]=2[C:9]([F:15])=[C:10]([F:14])[C:11]=1[O:12][CH3:13].[CH3:20][N:21]([CH3:33])[CH:22]([C:24]1[CH:29]=[CH:28][C:27](B(O)O)=[CH:26][CH:25]=1)[CH3:23].